From a dataset of Forward reaction prediction with 1.9M reactions from USPTO patents (1976-2016). Predict the product of the given reaction. (1) Given the reactants [C:1]1([C@H:7]2[CH2:11][CH2:10][CH2:9][C@H:8]2[NH2:12])[CH:6]=[CH:5][CH:4]=[CH:3][CH:2]=1.C1CCN2C(=NCCC2)CC1.[CH:24]([S:27](Cl)(=[O:29])=[O:28])([CH3:26])[CH3:25], predict the reaction product. The product is: [CH3:25][CH:24]([S:27]([NH:12][CH:8]1[CH2:9][CH2:10][CH2:11][CH:7]1[C:1]1[CH:6]=[CH:5][CH:4]=[CH:3][CH:2]=1)(=[O:29])=[O:28])[CH3:26]. (2) Given the reactants [CH3:1][O:2][CH2:3][C@H:4]([OH:6])[CH3:5].[H-].[Na+].[N:9]1[C:16]([Cl:17])=[N:15][C:13](Cl)=[N:12][C:10]=1[Cl:11].CCOC(C)=O, predict the reaction product. The product is: [Cl:11][C:10]1[N:9]=[C:16]([Cl:17])[N:15]=[C:13]([O:6][C@H:4]([CH3:5])[CH2:3][O:2][CH3:1])[N:12]=1.